This data is from Forward reaction prediction with 1.9M reactions from USPTO patents (1976-2016). The task is: Predict the product of the given reaction. (1) The product is: [Br:1][C:2]1[CH:7]=[C:6]([C:8](=[O:11])[CH2:9][CH3:10])[C:5]([O:12][CH:26]([CH3:27])[C:25]([O:24][CH3:23])=[O:29])=[C:4]([N+:13]([O-:15])=[O:14])[CH:3]=1. Given the reactants [Br:1][C:2]1[CH:3]=[C:4]([N+:13]([O-:15])=[O:14])[C:5]([OH:12])=[C:6]([C:8](=[O:11])[CH2:9][CH3:10])[CH:7]=1.C1(O)C=CC=CC=1.[CH3:23][O:24][C:25](=[O:29])[CH:26](Br)[CH3:27], predict the reaction product. (2) Given the reactants [Cl:1][C:2]1[CH:7]=[CH:6][C:5]([CH2:8][CH2:9][C:10](=O)[CH2:11][F:12])=[CH:4][CH:3]=1.N1C=CC=CC=1.Cl.[CH3:21][O:22][NH2:23], predict the reaction product. The product is: [CH3:21][O:22][N:23]=[C:10]([CH2:9][CH2:8][C:5]1[CH:6]=[CH:7][C:2]([Cl:1])=[CH:3][CH:4]=1)[CH2:11][F:12].